From a dataset of Reaction yield outcomes from USPTO patents with 853,638 reactions. Predict the reaction yield, written as a fraction of the theoretical maximum amount of product (1.0 means a 100% yield; for example, 0.34 means a 34% yield). (1) The reactants are [CH3:1][C:2]1[C:6]([CH2:7][OH:8])=[CH:5][N:4]([C:9]2[CH:14]=[CH:13][C:12]([C:15]([F:18])([F:17])[F:16])=[CH:11][N:10]=2)[N:3]=1.[CH2:19]([O:21][C:22]1[CH:27]=[C:26](O)[CH:25]=[CH:24][C:23]=1[CH2:29][CH2:30][C:31]([O:33]CC)=[O:32])[CH3:20].C1(P(C2C=CC=CC=2)C2C=CC=CC=2)C=CC=CC=1.N(C(OCC)=O)=NC(OCC)=O. The catalyst is C1(C)C=CC=CC=1.O1CCCC1. The product is [CH2:19]([O:21][C:22]1[CH:27]=[C:26]([O:8][CH2:7][C:6]2[C:2]([CH3:1])=[N:3][N:4]([C:9]3[CH:14]=[CH:13][C:12]([C:15]([F:18])([F:16])[F:17])=[CH:11][N:10]=3)[CH:5]=2)[CH:25]=[CH:24][C:23]=1[CH2:29][CH2:30][C:31]([OH:33])=[O:32])[CH3:20]. The yield is 0.710. (2) The product is [F:1][C:2]1[CH:7]=[C:6]([S:8]([CH3:11])(=[O:10])=[O:9])[CH:5]=[CH:4][C:3]=1[CH:12]1[CH2:17][CH2:16][CH:15]([O:18][CH2:19][CH:20]2[CH2:25][CH2:24][N:23]([C:26]([O:28][C:29]([CH3:32])([CH3:31])[CH3:30])=[O:27])[CH2:22][CH2:21]2)[CH2:14][CH2:13]1. The yield is 0.252. The reactants are [F:1][C:2]1[CH:7]=[C:6]([S:8]([CH3:11])(=[O:10])=[O:9])[CH:5]=[CH:4][C:3]=1[C:12]1[CH2:17][CH2:16][CH:15]([O:18][CH2:19][CH:20]2[CH2:25][CH2:24][N:23]([C:26]([O:28][C:29]([CH3:32])([CH3:31])[CH3:30])=[O:27])[CH2:22][CH2:21]2)[CH2:14][CH:13]=1. The catalyst is CCO.[Pd]. (3) The reactants are C[O:2][C:3](=[O:43])[C:4]1[CH:9]=[CH:8][C:7]([NH:10][C:11](=[O:42])[C:12]2[CH:17]=[C:16]([Cl:18])[C:15]([O:19][C:20]3[CH:25]=[CH:24][N:23]=[CH:22][C:21]=3[C:26]([N:28]3[C:37]4[C:32](=[CH:33][CH:34]=[CH:35][CH:36]=4)[N:31]([CH:38]4[CH2:40][CH2:39]4)[CH2:30][CH2:29]3)=[O:27])=[CH:14][C:13]=2[Cl:41])=[CH:6][CH:5]=1.O.O.[OH-].[Li+]. The catalyst is O1CCOCC1. The product is [Cl:41][C:13]1[CH:14]=[C:15]([O:19][C:20]2[CH:25]=[CH:24][N:23]=[CH:22][C:21]=2[C:26]([N:28]2[C:37]3[C:32](=[CH:33][CH:34]=[CH:35][CH:36]=3)[N:31]([CH:38]3[CH2:39][CH2:40]3)[CH2:30][CH2:29]2)=[O:27])[C:16]([Cl:18])=[CH:17][C:12]=1[C:11]([NH:10][C:7]1[CH:8]=[CH:9][C:4]([C:3]([OH:43])=[O:2])=[CH:5][CH:6]=1)=[O:42]. The yield is 0.510.